This data is from Catalyst prediction with 721,799 reactions and 888 catalyst types from USPTO. The task is: Predict which catalyst facilitates the given reaction. (1) Reactant: [NH2:1][CH2:2][C:3]1[CH:17]=[CH:16][C:6]([C:7]([NH:9][C:10]2[CH:11]=[N:12][CH:13]=[CH:14][CH:15]=2)=[O:8])=[CH:5][CH:4]=1.[I:18][C:19]1[CH:24]=[CH:23][C:22]([S:25](Cl)(=[O:27])=[O:26])=[CH:21][CH:20]=1. Product: [I:18][C:19]1[CH:24]=[CH:23][C:22]([S:25]([NH:1][CH2:2][C:3]2[CH:4]=[CH:5][C:6]([C:7]([NH:9][C:10]3[CH:11]=[N:12][CH:13]=[CH:14][CH:15]=3)=[O:8])=[CH:16][CH:17]=2)(=[O:27])=[O:26])=[CH:21][CH:20]=1. The catalyst class is: 17. (2) Reactant: [O:1]([C:8]1[CH:9]=[C:10]([C:14]2[N:18]=[C:17]([C:19]3[CH:28]=[CH:27][C:22]([C:23]([O:25]C)=[O:24])=[CH:21][CH:20]=3)[O:16][N:15]=2)[CH:11]=[CH:12][CH:13]=1)[C:2]1[CH:7]=[CH:6][CH:5]=[CH:4][CH:3]=1.[OH-].[Na+].CO.Cl. Product: [O:1]([C:8]1[CH:9]=[C:10]([C:14]2[N:18]=[C:17]([C:19]3[CH:28]=[CH:27][C:22]([C:23]([OH:25])=[O:24])=[CH:21][CH:20]=3)[O:16][N:15]=2)[CH:11]=[CH:12][CH:13]=1)[C:2]1[CH:7]=[CH:6][CH:5]=[CH:4][CH:3]=1. The catalyst class is: 7. (3) Reactant: [C:1]([O:5][C:6]([N:8]([CH3:32])[CH:9]1[CH2:14][CH2:13][CH:12]([O:15][C:16]2[C:27]3[C:26]4[C@@H:25]([CH2:28][C:29]([OH:31])=O)[CH2:24][CH2:23][C:22]=4[S:21][C:20]=3[N:19]=[CH:18][N:17]=2)[CH2:11][CH2:10]1)=[O:7])([CH3:4])([CH3:3])[CH3:2].CN(C(ON1N=NC2C=CC=NC1=2)=[N+](C)C)C.F[P-](F)(F)(F)(F)F.CCN(C(C)C)C(C)C.Cl.[NH2:67][CH2:68][C:69]([NH2:71])=[O:70]. Product: [C:69]([CH2:68][NH:67][C:29]([CH2:28][C@H:25]1[CH2:24][CH2:23][C:22]2[S:21][C:20]3[N:19]=[CH:18][N:17]=[C:16]([O:15][CH:12]4[CH2:11][CH2:10][CH:9]([N:8]([CH3:32])[C:6](=[O:7])[O:5][C:1]([CH3:3])([CH3:4])[CH3:2])[CH2:14][CH2:13]4)[C:27]=3[C:26]1=2)=[O:31])(=[O:70])[NH2:71]. The catalyst class is: 31. (4) Reactant: [OH:1][CH2:2][C:3]1[CH:8]=[CH:7][C:6]([C:9](=[O:11])[CH3:10])=[CH:5][CH:4]=1.[CH:12]([C:14]1[CH:24]=[CH:23][C:17]([CH:18]=[CH:19][C:20]([OH:22])=[O:21])=[CH:16][CH:15]=1)=O.[OH-].[K+]. Product: [OH:1][CH2:2][C:3]1[CH:8]=[CH:7][C:6]([C:9](=[O:11])/[CH:10]=[CH:12]/[C:14]2[CH:15]=[CH:16][C:17](/[CH:18]=[CH:19]/[C:20]([OH:22])=[O:21])=[CH:23][CH:24]=2)=[CH:5][CH:4]=1. The catalyst class is: 14. (5) Reactant: [CH3:1][O:2][C:3]([CH:5]1[CH2:10][CH2:9][CH:8]([C:11](O)=[O:12])[CH2:7][CH2:6]1)=[O:4]. Product: [OH:12][CH2:11][CH:8]1[CH2:7][CH2:6][CH:5]([C:3]([O:2][CH3:1])=[O:4])[CH2:10][CH2:9]1. The catalyst class is: 1. (6) Reactant: [CH2:1]([C:7]1[CH:11]=[C:10]([CH:12]=[O:13])[S:9][C:8]=1[C:14]1[S:15][C:16]([C:19]2[S:20][C:21]([C:24]3[S:25][CH:26]=[CH:27][C:28]=3[CH2:29][CH2:30][CH2:31][CH2:32][CH2:33][CH3:34])=[CH:22][CH:23]=2)=[CH:17][CH:18]=1)[CH2:2][CH2:3][CH2:4][CH2:5][CH3:6].[I:35]N1C(=O)CCC1=O. Product: [CH2:1]([C:7]1[CH:11]=[C:10]([CH:12]=[O:13])[S:9][C:8]=1[C:14]1[S:15][C:16]([C:19]2[S:20][C:21]([C:24]3[S:25][C:26]([I:35])=[CH:27][C:28]=3[CH2:29][CH2:30][CH2:31][CH2:32][CH2:33][CH3:34])=[CH:22][CH:23]=2)=[CH:17][CH:18]=1)[CH2:2][CH2:3][CH2:4][CH2:5][CH3:6]. The catalyst class is: 671. (7) Reactant: [CH:1](NC(C)C)([CH3:3])[CH3:2].[Li].[CH2:9]([CH:16]1[NH:20][C:19](=[O:21])[CH2:18][CH2:17]1)[C:10]1[CH:15]=[CH:14][CH:13]=[CH:12][CH:11]=1.C(Br)CC.C(O)(=O)C. Product: [CH2:9]([CH:16]1[NH:20][C:19](=[O:21])[CH:18]([CH2:2][CH2:1][CH3:3])[CH2:17]1)[C:10]1[CH:15]=[CH:14][CH:13]=[CH:12][CH:11]=1. The catalyst class is: 1.